Dataset: Reaction yield outcomes from USPTO patents with 853,638 reactions. Task: Predict the reaction yield, written as a fraction of the theoretical maximum amount of product (1.0 means a 100% yield; for example, 0.34 means a 34% yield). (1) The reactants are Cl[C:2]1[CH:3]=[CH:4][C:5]2[N:6]([C:8]([CH:11]([F:13])[F:12])=[N:9][N:10]=2)[N:7]=1.[F:14][C:15]1[CH:20]=[CH:19][C:18]([C@H:21]([N:23]2[CH2:28][CH2:27][NH:26][CH2:25][CH2:24]2)[CH3:22])=[CH:17][CH:16]=1.CCN(C(C)C)C(C)C. The catalyst is CN(C=O)C. The product is [F:12][CH:11]([F:13])[C:8]1[N:6]2[N:7]=[C:2]([N:26]3[CH2:25][CH2:24][N:23]([C@@H:21]([C:18]4[CH:19]=[CH:20][C:15]([F:14])=[CH:16][CH:17]=4)[CH3:22])[CH2:28][CH2:27]3)[CH:3]=[CH:4][C:5]2=[N:10][N:9]=1. The yield is 0.840. (2) The reactants are [Cl:1][CH2:2][CH2:3][CH2:4][CH2:5][O:6][C:7]1[C:8]([O:20][CH3:21])=[CH:9][C:10]([C:18]#[N:19])=[C:11]([N:13]=[CH:14][N:15](C)C)[CH:12]=1.C(O)(=O)C.N[C:27]1[CH:31]=[C:30]([CH2:32][C:33]([OH:35])=[O:34])[NH:29][N:28]=1. The catalyst is C(O)C. The product is [Cl:1][CH2:2][CH2:3][CH2:4][CH2:5][O:6][C:7]1[CH:12]=[C:11]2[C:10]([C:18]([NH:19][C:27]3[CH:31]=[C:30]([CH2:32][C:33]([OH:35])=[O:34])[NH:29][N:28]=3)=[N:15][CH:14]=[N:13]2)=[CH:9][C:8]=1[O:20][CH3:21]. The yield is 0.740. (3) The reactants are [Cl:1][C:2]1[CH:3]=[C:4]([CH2:8][C:9]([OH:11])=O)[CH:5]=[CH:6][CH:7]=1.Cl.CN(C)CCCN=C=NCC.N1(O)C2C=CC=CC=2N=N1.[CH2:34]([N:38]1[C:46]2[N:45]=[C:44]([Cl:47])[NH:43][C:42]=2[C:41](=[O:48])[N:40]([CH2:49][CH2:50][CH2:51]/[C:52](=[N:55]/[H])/[NH:53]O)[C:39]1=[O:57])[CH2:35][CH2:36][CH3:37]. The catalyst is CN1CCCC1=O. The product is [CH2:34]([N:38]1[C:46]2[N:45]=[C:44]([Cl:47])[NH:43][C:42]=2[C:41](=[O:48])[N:40]([CH2:49][CH2:50][CH2:51][C:52]2[N:53]=[C:9]([CH2:8][C:4]3[CH:5]=[CH:6][CH:7]=[C:2]([Cl:1])[CH:3]=3)[O:11][N:55]=2)[C:39]1=[O:57])[CH2:35][CH2:36][CH3:37]. The yield is 0.270. (4) The reactants are Cl[C:2]([O:4][CH2:5][CH3:6])=[O:3].[CH:7]12[CH2:16][CH:11]3[CH2:12][CH:13]([CH2:15][CH:9]([CH2:10]3)[CH:8]1[C:17]1[CH:22]=[C:21]([CH3:23])[CH:20]=[CH:19][C:18]=1[OH:24])[CH2:14]2.CCN(CC)CC. The catalyst is CN(C1C=CN=CC=1)C.ClCCl. The product is [C:2](=[O:3])([O:4][CH2:5][CH3:6])[O:24][C:18]1[CH:19]=[CH:20][C:21]([CH3:23])=[CH:22][C:17]=1[CH:8]1[CH:9]2[CH2:10][CH:11]3[CH2:12][CH:13]([CH2:14][CH:7]1[CH2:16]3)[CH2:15]2. The yield is 0.940. (5) The reactants are Cl.[CH3:2][O:3][C:4](=[O:9])[C@@H:5]([CH2:7][OH:8])[NH2:6].CCN(CC)CC.Cl[C:18]([C:31]1[CH:36]=[CH:35][CH:34]=[CH:33][CH:32]=1)([C:25]1[CH:30]=[CH:29][CH:28]=[CH:27][CH:26]=1)[C:19]1[CH:24]=[CH:23][CH:22]=[CH:21][CH:20]=1. The catalyst is C(Cl)Cl. The product is [OH:8][CH2:7][C@@H:5]([NH:6][C:18]([C:19]1[CH:24]=[CH:23][CH:22]=[CH:21][CH:20]=1)([C:31]1[CH:32]=[CH:33][CH:34]=[CH:35][CH:36]=1)[C:25]1[CH:26]=[CH:27][CH:28]=[CH:29][CH:30]=1)[C:4]([O:3][CH3:2])=[O:9]. The yield is 0.970. (6) The reactants are N(C(N1CCCCC1)=O)=NC(N1CCCCC1)=O.[OH:19][C:20]1[CH:21]=[C:22]2[C:26](=[CH:27][CH:28]=1)[NH:25][C:24]([CH2:29][CH:30]([CH2:35][CH2:36][CH3:37])[C:31]([O:33][CH3:34])=[O:32])=[CH:23]2.O[CH2:39][CH2:40][CH2:41][NH:42][C:43]1[CH:48]=[CH:47][CH:46]=[CH:45][N:44]=1.C(P(CCCC)CCCC)CCC. The catalyst is O1CCCC1. The product is [N:44]1[CH:45]=[CH:46][CH:47]=[CH:48][C:43]=1[NH:42][CH2:41][CH2:40][CH2:39][O:19][C:20]1[CH:21]=[C:22]2[C:26](=[CH:27][CH:28]=1)[NH:25][C:24]([CH2:29][CH:30]([CH2:35][CH2:36][CH3:37])[C:31]([O:33][CH3:34])=[O:32])=[CH:23]2. The yield is 0.360. (7) The reactants are [CH:1]12[CH2:10][CH:5]3[CH2:6][CH:7]([CH2:9][CH:3]([CH2:4]3)[CH:2]1[N:11]1[C:14](=[O:15])[C:13]([CH3:17])([CH3:16])[NH:12]1)[CH2:8]2.[F:18][C:19]1[C:20]([CH3:28])=[C:21]([CH:25]=[CH:26][CH:27]=1)[C:22](O)=[O:23].C(N(C(C)C)CC)(C)C.C1CN([P+](ON2N=NC3C=CC=CC2=3)(N2CCCC2)N2CCCC2)CC1.F[P-](F)(F)(F)(F)F. The catalyst is ClCCl.O. The product is [F:18][C:19]1[C:20]([CH3:28])=[C:21]([C:22]([N:12]2[C:13]([CH3:17])([CH3:16])[C:14](=[O:15])[N:11]2[CH:2]2[CH:3]3[CH2:4][CH:5]4[CH2:6][CH:7]([CH2:8][CH:1]2[CH2:10]4)[CH2:9]3)=[O:23])[CH:25]=[CH:26][CH:27]=1. The yield is 0.0870. (8) The reactants are [Cl:1][C:2]1[C:3]([N:8]2[CH2:13][CH2:12][NH:11][CH2:10][CH2:9]2)=[N:4][CH:5]=[CH:6][N:7]=1.[CH3:14][C:15]1[N:19]([C:20]2[CH:25]=[CH:24][CH:23]=[CH:22][CH:21]=2)[N:18]=[CH:17][C:16]=1[CH:26]=O.C(O[BH-](OC(=O)C)OC(=O)C)(=O)C.[Na+]. The catalyst is O1CCCC1. The product is [Cl:1][C:2]1[C:3]([N:8]2[CH2:9][CH2:10][N:11]([CH2:26][C:16]3[CH:17]=[N:18][N:19]([C:20]4[CH:25]=[CH:24][CH:23]=[CH:22][CH:21]=4)[C:15]=3[CH3:14])[CH2:12][CH2:13]2)=[N:4][CH:5]=[CH:6][N:7]=1. The yield is 0.650. (9) The reactants are Br[C:2]1[S:3][CH:4]=[C:5]([C:7]2[CH:12]=[CH:11][C:10]([Br:13])=[CH:9][CH:8]=2)[N:6]=1.[NH2:14][C@H:15]([CH2:18][CH2:19][CH3:20])[CH2:16][OH:17]. The catalyst is C(Cl)Cl. The product is [Br:13][C:10]1[CH:11]=[CH:12][C:7]([C:5]2[N:6]=[C:2]([NH:14][C@H:15]([CH2:18][CH2:19][CH3:20])[CH2:16][OH:17])[S:3][CH:4]=2)=[CH:8][CH:9]=1. The yield is 0.830.